Predict hERG channel inhibition at various concentrations. From a dataset of hERG Central: cardiac toxicity at 1µM, 10µM, and general inhibition. (1) The molecule is CCOC(=O)c1c(NC(=S)Nc2ccccc2)sc2c1CCN(CCc1ccccc1)C2. Results: hERG_inhib (hERG inhibition (general)): blocker. (2) The molecule is Cc1cc(=O)n2c3ccccc3n(CC(O)CN3CCN(Cc4ccccc4)CC3)c2c1C#N. Results: hERG_inhib (hERG inhibition (general)): blocker.